From a dataset of Forward reaction prediction with 1.9M reactions from USPTO patents (1976-2016). Predict the product of the given reaction. (1) Given the reactants [CH2:1]([C:5]1[CH:10]=[CH:9][C:8]([C:11]#[C:12][C:13]2[CH:41]=[CH:40][C:16]([CH2:17][N:18]([CH2:34][CH2:35][CH2:36][CH2:37][CH2:38][CH3:39])[C:19]([C:21]3[CH:33]=[CH:32][C:24]4[O:25]C(C)(C)[O:27][C:28](=[O:29])[C:23]=4[CH:22]=3)=[O:20])=[CH:15][CH:14]=2)=[CH:7][CH:6]=1)[CH2:2][CH2:3][CH3:4].[OH-].[Li+], predict the reaction product. The product is: [CH2:1]([C:5]1[CH:10]=[CH:9][C:8]([C:11]#[C:12][C:13]2[CH:41]=[CH:40][C:16]([CH2:17][N:18]([CH2:34][CH2:35][CH2:36][CH2:37][CH2:38][CH3:39])[C:19]([C:21]3[CH:33]=[CH:32][C:24]([OH:25])=[C:23]([CH:22]=3)[C:28]([OH:29])=[O:27])=[O:20])=[CH:15][CH:14]=2)=[CH:7][CH:6]=1)[CH2:2][CH2:3][CH3:4]. (2) Given the reactants Br[C:2]1[CH:7]=[C:6]([CH3:8])[CH:5]=[C:4]([Br:9])[CH:3]=1.[Cu](C#N)[C:11]#[N:12].N1C=CC=CC=1.N, predict the reaction product. The product is: [Br:9][C:4]1[CH:3]=[C:2]([CH:7]=[C:6]([CH3:8])[CH:5]=1)[C:11]#[N:12]. (3) Given the reactants [CH2:1]([O:3][C:4]([C:6]1[CH:7]([C:25]2C=[CH:29][CH:28]=[CH:27][C:26]=2Cl)[N:8]([CH2:20][CH2:21][CH2:22][NH:23][CH3:24])[C:9](=[O:19])[NH:10][C:11]=1[CH2:12][O:13][CH2:14][CH2:15][N:16]=[N+:17]=[N-:18])=[O:5])[CH3:2].C(N(CC)CC)C.[C:39](Cl)(=[O:48])[CH2:40][CH2:41][C:42]1[CH:47]=[CH:46][CH:45]=[CH:44][CH:43]=1.[CH2:50]([Cl:52])Cl, predict the reaction product. The product is: [CH2:1]([O:3][C:4]([C:6]1[CH:7]([C:25]2[CH:26]=[CH:27][CH:28]=[CH:29][C:50]=2[Cl:52])[N:8]([CH2:20][CH2:21][CH2:22][N:23]([CH3:24])[C:39](=[O:48])[CH2:40][CH2:41][C:42]2[CH:47]=[CH:46][CH:45]=[CH:44][CH:43]=2)[C:9](=[O:19])[NH:10][C:11]=1[CH2:12][O:13][CH2:14][CH2:15][N:16]=[N+:17]=[N-:18])=[O:5])[CH3:2]. (4) Given the reactants C([O:8][C:9]1[CH:14]=[CH:13][C:12]([CH2:15][NH:16][CH2:17][CH2:18][C:19]([O:21][CH3:22])=[O:20])=[CH:11][CH:10]=1)C1C=CC=CC=1, predict the reaction product. The product is: [OH:8][C:9]1[CH:10]=[CH:11][C:12]([CH2:15][NH:16][CH2:17][CH2:18][C:19]([O:21][CH3:22])=[O:20])=[CH:13][CH:14]=1. (5) The product is: [C:17]([O:20][C:21]([N:7]1[C:8]2[C:13](=[CH:12][C:11]([F:14])=[CH:10][CH:9]=2)[C:5]([CH2:4][C:3]([O:2][CH3:1])=[O:15])=[CH:6]1)=[O:22])([CH3:19])([CH3:18])[CH3:16]. Given the reactants [CH3:1][O:2][C:3](=[O:15])[CH2:4][C:5]1[C:13]2[C:8](=[CH:9][CH:10]=[C:11]([F:14])[CH:12]=2)[NH:7][CH:6]=1.[CH3:16][C:17]([O:20][C:21](O[C:21]([O:20][C:17]([CH3:19])([CH3:18])[CH3:16])=[O:22])=[O:22])([CH3:19])[CH3:18], predict the reaction product. (6) Given the reactants Cl[C:2]1[C:8]2[CH:9]=[C:10]([C:13]3[CH:18]=[CH:17][C:16]([C:19]([F:22])([F:21])[F:20])=[CH:15][CH:14]=3)[CH:11]=[CH:12][C:7]=2[O:6][CH2:5][CH2:4][N:3]=1.[CH3:23][O:24][CH:25]([O:28][CH3:29])[CH2:26][NH2:27], predict the reaction product. The product is: [CH3:23][O:24][CH:25]([O:28][CH3:29])[CH2:26]/[N:27]=[C:2]1\[NH:3][CH2:4][CH2:5][O:6][C:7]2[CH:12]=[CH:11][C:10]([C:13]3[CH:18]=[CH:17][C:16]([C:19]([F:20])([F:21])[F:22])=[CH:15][CH:14]=3)=[CH:9][C:8]\1=2. (7) Given the reactants [C:1](/[CH:3]=[CH:4]/[S:5]([C:8]1[CH:13]=[CH:12][C:11]([C:14]([CH3:19])([CH3:18])[C:15]([OH:17])=O)=[CH:10][CH:9]=1)(=[O:7])=[O:6])#[N:2].[NH2:20][C:21]1[CH:26]=[CH:25][CH:24]=[CH:23][CH:22]=1.Cl.CN(C)CCCN=C=NCC.ON1C2C=CC=CC=2N=N1.C(=O)(O)[O-].[Na+], predict the reaction product. The product is: [C:1](/[CH:3]=[CH:4]/[S:5]([C:8]1[CH:9]=[CH:10][C:11]([C:14]([CH3:19])([CH3:18])[C:15]([NH:20][C:21]2[CH:26]=[CH:25][CH:24]=[CH:23][CH:22]=2)=[O:17])=[CH:12][CH:13]=1)(=[O:6])=[O:7])#[N:2].